From a dataset of Full USPTO retrosynthesis dataset with 1.9M reactions from patents (1976-2016). Predict the reactants needed to synthesize the given product. (1) Given the product [OH:1][C:2]1([CH3:14])[CH2:6][CH2:5][N:4]([C:7]([O:9][C:10]([CH3:13])([CH3:12])[CH3:11])=[O:8])[CH2:3]1, predict the reactants needed to synthesize it. The reactants are: [O:1]=[C:2]1[CH2:6][CH2:5][N:4]([C:7]([O:9][C:10]([CH3:13])([CH3:12])[CH3:11])=[O:8])[CH2:3]1.[CH3:14][Mg]Br. (2) Given the product [Br:7][C:5]1[N:6]=[C:2]([N:11]2[CH2:10][CH2:9][N:8]([C:14]([O:16][C:17]([CH3:20])([CH3:19])[CH3:18])=[O:15])[CH2:13][CH2:12]2)[S:3][CH:4]=1, predict the reactants needed to synthesize it. The reactants are: Br[C:2]1[S:3][CH:4]=[C:5]([Br:7])[N:6]=1.[N:8]1([C:14]([O:16][C:17]([CH3:20])([CH3:19])[CH3:18])=[O:15])[CH2:13][CH2:12][NH:11][CH2:10][CH2:9]1.C(N(CC)CC)C.CN(C)C=O. (3) Given the product [Cl:11][C:3]1[CH:4]=[C:5]([C:6]#[N:7])[CH:8]=[C:9]2[C:2]=1[NH:1][N:24]=[CH:10]2, predict the reactants needed to synthesize it. The reactants are: [NH2:1][C:2]1[C:9]([CH3:10])=[CH:8][C:5]([C:6]#[N:7])=[CH:4][C:3]=1[Cl:11].C(OC(=O)C)(=O)C.C([O-])(=O)C.[K+].[N:24](OCCC(C)C)=O. (4) Given the product [Cl:1][C:2]1[C:3]([C:23]2[N:27]3[CH:28]=[CH:29][CH:30]=[CH:31][C:26]3=[N:25][CH:24]=2)=[N:4][C:5]([NH:8][C:9]2[CH:14]=[C:13]([N:15]3[CH2:16][CH2:17][N:18]([C:37]([NH2:36])=[O:38])[CH2:19][CH2:20]3)[CH:12]=[CH:11][C:10]=2[O:21][CH3:22])=[N:6][CH:7]=1, predict the reactants needed to synthesize it. The reactants are: [Cl:1][C:2]1[C:3]([C:23]2[N:27]3[CH:28]=[CH:29][CH:30]=[CH:31][C:26]3=[N:25][CH:24]=2)=[N:4][C:5]([NH:8][C:9]2[CH:14]=[C:13]([N:15]3[CH2:20][CH2:19][NH:18][CH2:17][CH2:16]3)[CH:12]=[CH:11][C:10]=2[O:21][CH3:22])=[N:6][CH:7]=1.C[Si]([N:36]=[C:37]=[O:38])(C)C.